This data is from Full USPTO retrosynthesis dataset with 1.9M reactions from patents (1976-2016). The task is: Predict the reactants needed to synthesize the given product. (1) Given the product [OH:1][C:2]1[CH:3]=[C:4]([CH:5]([C:7]2[CH:12]=[CH:11][CH:10]=[CH:9][CH:8]=2)[NH:18][CH:16]=[O:17])[CH:13]=[CH:14][CH:15]=1, predict the reactants needed to synthesize it. The reactants are: [OH:1][C:2]1[CH:3]=[C:4]([CH:13]=[CH:14][CH:15]=1)[C:5]([C:7]1[CH:12]=[CH:11][CH:10]=[CH:9][CH:8]=1)=O.[CH:16]([NH2:18])=[O:17]. (2) Given the product [CH3:16][C:13]1[N:12]=[CH:11][C:10]([CH:7]([CH:4]2[CH2:5][CH2:6][O:1][CH2:2][CH2:3]2)[CH2:8][NH2:9])=[CH:15][N:14]=1, predict the reactants needed to synthesize it. The reactants are: [O:1]1[CH2:6][CH2:5][C:4](=[C:7]([C:10]2[CH:11]=[N:12][C:13]([CH3:16])=[N:14][CH:15]=2)[C:8]#[N:9])[CH2:3][CH2:2]1.N.